This data is from Peptide-MHC class I binding affinity with 185,985 pairs from IEDB/IMGT. The task is: Regression. Given a peptide amino acid sequence and an MHC pseudo amino acid sequence, predict their binding affinity value. This is MHC class I binding data. (1) The peptide sequence is ILGGGLLVGLLPAV. The MHC is H-2-Db with pseudo-sequence H-2-Db. The binding affinity (normalized) is 0.176. (2) The peptide sequence is GMAEDLQSL. The MHC is HLA-A02:12 with pseudo-sequence HLA-A02:12. The binding affinity (normalized) is 0.936. (3) The peptide sequence is STMPLSWMY. The MHC is HLA-A80:01 with pseudo-sequence HLA-A80:01. The binding affinity (normalized) is 1.00. (4) The peptide sequence is YVSSIFLHL. The MHC is HLA-A26:01 with pseudo-sequence HLA-A26:01. The binding affinity (normalized) is 0.305. (5) The peptide sequence is EPADHLAIM. The MHC is HLA-A26:02 with pseudo-sequence HLA-A26:02. The binding affinity (normalized) is 1.00. (6) The peptide sequence is IGAHPIMYY. The MHC is HLA-A30:02 with pseudo-sequence HLA-A30:02. The binding affinity (normalized) is 0.595. (7) The peptide sequence is IESNPLFPV. The MHC is HLA-A30:01 with pseudo-sequence HLA-A30:01. The binding affinity (normalized) is 0.213. (8) The peptide sequence is GLTTHCTKL. The MHC is HLA-A68:02 with pseudo-sequence HLA-A68:02. The binding affinity (normalized) is 0.